Task: Predict the product of the given reaction.. Dataset: Forward reaction prediction with 1.9M reactions from USPTO patents (1976-2016) (1) Given the reactants [CH3:1][N:2]1[C:6]([CH2:7][OH:8])=[CH:5][C:4]([C:9]2[CH:13]=[CH:12][S:11][CH:10]=2)=[N:3]1.[Br:14]N1C(=O)CCC1=O, predict the reaction product. The product is: [Br:14][C:5]1[C:4]([C:9]2[CH:13]=[CH:12][S:11][CH:10]=2)=[N:3][N:2]([CH3:1])[C:6]=1[CH:7]=[O:8]. (2) The product is: [Cl:1][C:2]1[CH:9]=[C:8]([O:10][CH3:11])[CH:7]=[C:6]([O:12][CH3:13])[C:3]=1[CH2:4][N:14]1[CH2:19][CH2:18][CH2:17][CH2:16][CH2:15]1. Given the reactants [Cl:1][C:2]1[CH:9]=[C:8]([O:10][CH3:11])[CH:7]=[C:6]([O:12][CH3:13])[C:3]=1[CH:4]=O.[NH:14]1[CH2:19][CH2:18][CH2:17][CH2:16][CH2:15]1.C(O[BH-](OC(=O)C)OC(=O)C)(=O)C.[Na+].Cl, predict the reaction product. (3) Given the reactants FC(F)(F)C(O)=O.[Cl:8][C:9]1[N:10]=[CH:11][N:12]([C:14]2[CH:19]=[CH:18][C:17]([NH:20][C:21]3[N:38]=[C:24]4[CH:25]([C:31]5[CH:36]=[CH:35][C:34]([F:37])=[CH:33][CH:32]=5)[CH2:26][C:27](=[CH2:30])[CH2:28][CH2:29][N:23]4[N:22]=3)=[CH:16][C:15]=2[O:39][CH3:40])[CH:13]=1, predict the reaction product. The product is: [Cl:8][C:9]1[N:10]=[CH:11][N:12]([C:14]2[CH:19]=[CH:18][C:17]([NH:20][C:21]3[N:38]=[C:24]4[CH:25]([C:31]5[CH:36]=[CH:35][C:34]([F:37])=[CH:33][CH:32]=5)[CH2:26][CH:27]([CH3:30])[CH2:28][CH2:29][N:23]4[N:22]=3)=[CH:16][C:15]=2[O:39][CH3:40])[CH:13]=1. (4) Given the reactants [Cl:1][C:2]1[CH:10]=[CH:9][CH:8]=[C:7]([Cl:11])[C:3]=1[C:4]([OH:6])=[O:5].[Cl:12][S:13](O)(=[O:15])=[O:14], predict the reaction product. The product is: [Cl:12][S:13]([C:8]1[C:7]([Cl:11])=[C:3]([C:2]([Cl:1])=[CH:10][CH:9]=1)[C:4]([OH:6])=[O:5])(=[O:15])=[O:14]. (5) Given the reactants [F:1][C:2]([F:9])([S:5]([O-:8])(=[O:7])=[O:6])[CH2:3]O.[CH2:10]([N+:17]([CH3:20])([CH3:19])[CH3:18])[C:11]1[CH:16]=[CH:15][CH:14]=[CH:13][CH:12]=1.FC(F)(S([O-])(=O)=O)CO.C1([S+](C2C=CC=CC=2)C2C=CC=CC=2)C=CC=CC=1.[Cl:49][CH2:50][CH2:51][CH2:52]C(Cl)=O.Cl, predict the reaction product. The product is: [Cl:49][CH2:50][CH2:51][CH2:52][CH2:3][C:2]([F:9])([F:1])[S:5]([O-:8])(=[O:7])=[O:6].[CH2:10]([N+:17]([CH3:20])([CH3:19])[CH3:18])[C:11]1[CH:16]=[CH:15][CH:14]=[CH:13][CH:12]=1.